Regression. Given a target protein amino acid sequence and a drug SMILES string, predict the binding affinity score between them. We predict pKi (pKi = -log10(Ki in M); higher means stronger inhibition). Dataset: bindingdb_ki. From a dataset of Drug-target binding data from BindingDB using Ki measurements. (1) The drug is ONC=Nc1ccc(N2CCOCC2)c(Cl)c1. The target protein (P06307) has sequence MNSGVCLCVLMAVLAAGALTQPVPPADPAGSGLQRAEEAPRRQLRVSQRTDGESRAHLGALLARYIQQARKAPSGRMSIVKNLQNLDPSHRISDRDYMGWMDFGRRSAEEYEYPS. The pKi is 5.0. (2) The compound is CC(C)c1cc(C(C)C)c(S(=O)(=O)NC(Cc2cccc(C(=N)N)c2)C(=O)N2CCN(S(C)(=O)=O)CC2)c(C(C)C)c1. The target protein (Q29463) has sequence MHPLLILAFVGAAVAFPSDDDDKIVGGYTCAENSVPYQVSLNAGYHFCGGSLINDQWVVSAAHCYQYHIQVRLGEYNIDVLEGGEQFIDASKIIRHPKYSSWTLDNDILLIKLSTPAVINARVSTLLLPSACASAGTECLISGWGNTLSSGVNYPDLLQCLVAPLLSHADCEASYPGQITNNMICAGFLEGGKDSCQGDSGGPVACNGQLQGIVSWGYGCAQKGKPGVYTKVCNYVDWIQETIAANS. The pKi is 6.0. (3) The compound is CCC(CP(=O)(O)O)OCCn1cnc2c(=O)[nH]c(N)nc21. The target protein (P00492) has sequence MATRSPGVVISDDEPGYDLDLFCIPNHYAEDLERVFIPHGLIMDRTERLARDVMKEMGGHHIVALCVLKGGYKFFADLLDYIKALNRNSDRSIPMTVDFIRLKSYCNDQSTGDIKVIGGDDLSTLTGKNVLIVEDIIDTGKTMQTLLSLVRQYNPKMVKVASLLVKRTPRSVGYKPDFVGFEIPDKFVVGYALDYNEYFRDLNHVCVISETGKAKYKA. The pKi is 6.5. (4) The compound is CCCCCC(O)CC=C1C(=O)C=CC1CC=CCCCC(=O)O. The target protein (Q9JHF7) has sequence MPNYKLLYFNMRGRAEIIRYIFAYLDIKYEDHRIEQADWPKIKPTLPFGKIPVLEVEGLTIHQSLAIARYLTKNTDLAGKTALEQCQADAVVDTLDDFMSLFPWAEKDQDLKERMFNELLTHQAPRLLKDLDTYLGDKEWFIGNYVTWADFYWDICSTTLLVLKPGLLDIYPKLVSLRNKVQAIPAISAWILKRPQTKL. The pKi is 7.7. (5) The compound is C#C[C@]1(O)CC[C@H]2[C@@H]3CCc4cc(O)ccc4[C@H]3CC[C@@]21C. The target protein (P50225) has sequence MELIQDTSRPPLEYVKGVPLIKYFAEALGPLQSFQARPDDLLISTYPKSGTTWVSQILDMIYQGGDLEKCHRAPIFMRVPFLEFKAPGIPSGMETLKDTPAPRLLKTHLPLALLPQTLLDQKVKVVYVARNAKDVAVSYYHFYHMAKVHPEPGTWDSFLEKFMVGEVSYGSWYQHVQEWWELSRTHPVLYLFYEDMKENPKREIQKILEFVGRSLPEETVDFVVQHTSFKEMKKNPMTNYTTVPQEFMDHSISPFMRKGMAGDWKTTFTVAQNERFDADYAEKMAGCSLSFRSEL. The pKi is 8.1. (6) The small molecule is CN1C[C@H](C(=O)N[C@]2(C)O[C@@]3(O)[C@@H]4CCCN4C(=O)[C@H](Cc4ccccc4)N3C2=O)C=C2c3cccc4[nH]cc(c34)C[C@H]21. The target protein (P22086) has sequence MASPALAAALAAAAAEGPNGSDAGEWGSGGGANASGTDWGPPPGQYSAGAVAGLAAVVGFLIVFTVVGNVLVVIAVLTSRALRAPQNLFLVSLASADILVATLVMPFSLANELMAYWYFGQVWCGVYLALDVLFCTSSIVHLCAISLDRYWSVTQAVEYNLKRTPRRVKATIVAVWLISAVISFPPLVSFYRRPDGAAYPQCGLNDETWYILSSCIGSFFAPCLIMGLVYARIYRVAKLRTRTLSEKRGPAGPDGASPTTENGLGKAAGENGHCAPPRTEVEPDESSAAERRRRRGALRRGGRRREGAEGDTGSADGPGPGLAAEQGARTASRSPGPGGRLSRASSRSVEFFLSRRRRARSSVCRRKVAQAREKRFTFVLAVVMGVFVLCWFPFFFSYSLYGICREACQLPEPLFKFFFWIGYCNSSLNPVIYTVFNQDFRRSFKHILFRRRRRGFRQ. The pKi is 8.4. (7) The drug is CCCN(CCC)S(=O)(=O)c1ccc(C(=O)O)cc1. The target protein (O60656) has sequence MACTGWTSPLPLCVCLLLTCGFAEAGKLLVVPMDGSHWFTMRSVVEKLILRGHEVVVVMPEVSWQLGRSLNCTVKTYSTSYTLEDLDREFKAFAHAQWKAQVRSIYSLLMGSYNDIFDLFFSNCRSLFKDKKLVEYLKESSFDAVFLDPFDNCGLIVAKYFSLPSVVFARGILCHYLEEGAQCPAPLSYVPRILLGFSDAMTFKERVRNHIMHLEEHLLCHRFFKNALEIASEILQTPVTEYDLYSHTSIWLLRTDFVLDYPKPVMPNMIFIGGINCHQGKPLPMEFEAYINASGEHGIVVFSLGSMVSEIPEKKAMAIADALGKIPQTVLWRYTGTRPSNLANNTILVKWLPQNDLLGHPMTRAFITHAGSHGVYESICNGVPMVMMPLFGDQMDNAKRMETKGAGVTLNVLEMTSEDLENALKAVINDKSYKENIMRLSSLHKDRPVEPLDLAVFWVEFVMRHKGAPHLRPAAHDLTWYQYHSLDVIGFLLAVVLTVA.... The pKi is 2.6.